This data is from Full USPTO retrosynthesis dataset with 1.9M reactions from patents (1976-2016). The task is: Predict the reactants needed to synthesize the given product. (1) Given the product [Br:13][CH2:12][C:8]1[CH:9]=[CH:10][CH:11]=[C:2]([Cl:1])[C:3]=1[C:4]([O:6][CH3:7])=[O:5], predict the reactants needed to synthesize it. The reactants are: [Cl:1][C:2]1[CH:11]=[CH:10][CH:9]=[C:8]([CH3:12])[C:3]=1[C:4]([O:6][CH3:7])=[O:5].[Br:13]N1C(=O)CCC1=O.C(OOC(=O)C1C=CC=CC=1)(=O)C1C=CC=CC=1.ClCCl. (2) Given the product [CH:17]([O:12][CH:10]([CH3:7])[CH3:24])([CH3:22])[CH3:18].[C:1]([N:4]1[CH2:5][CH2:6][CH:7]([C:39]2[CH:41]=[CH:42][C:36]([F:35])=[CH:37][CH:38]=2)[CH2:8][CH:9]1[C:34](=[O:13])[NH2:32])(=[O:3])[CH3:2], predict the reactants needed to synthesize it. The reactants are: [C:1]([N:4]1[CH2:9][CH2:8][CH:7]([C:10]([OH:12])=O)[CH2:6][CH2:5]1)(=[O:3])[CH3:2].[OH:13]N1[C:18]2C=CC=[CH:22][C:17]=2N=N1.Cl.[CH2:24](N=C=NCCC[N:32]([CH3:34])C)C.[F:35][C:36]1[CH:42]=[CH:41][C:39](N)=[CH:38][CH:37]=1. (3) Given the product [C:1]([C:5]1[CH:6]=[CH:7][C:8]2[O:12][C:11]([N:13]3[CH2:19][CH2:18][CH2:17][N:16]([C:37]([N:34]4[CH2:35][CH2:36][S:31](=[O:40])(=[O:30])[CH2:32][CH2:33]4)=[O:38])[CH2:15][CH2:14]3)=[N:10][C:9]=2[CH:20]=1)([CH3:4])([CH3:2])[CH3:3], predict the reactants needed to synthesize it. The reactants are: [C:1]([C:5]1[CH:6]=[CH:7][C:8]2[O:12][C:11]([N:13]3[CH2:19][CH2:18][CH2:17][NH:16][CH2:15][CH2:14]3)=[N:10][C:9]=2[CH:20]=1)([CH3:4])([CH3:3])[CH3:2].C(N(CC)C(C)C)(C)C.[O:30]=[S:31]1(=[O:40])[CH2:36][CH2:35][N:34]([C:37](Cl)=[O:38])[CH2:33][CH2:32]1. (4) Given the product [CH3:1][CH:2]([C@@:4]12[C@H:19]([F:33])[C@:18]34[O:21][C@H:17]3[CH2:16][C@@H:15]3[C@:10]([CH3:26])([CH2:11][CH2:12][C:13]5[C:24](=[O:25])[O:23][CH2:22][C:14]=53)[C@:8]34[O:9][C@H:7]3[C@@H:5]1[O:6]2)[CH3:3], predict the reactants needed to synthesize it. The reactants are: [CH3:1][CH:2]([C@@:4]12[C@@H:19](O)[C@:18]34[O:21][C@H:17]3[CH2:16][C@@H:15]3[C@:10]([CH3:26])([CH2:11][CH2:12][C:13]5[C:24](=[O:25])[O:23][CH2:22][C:14]=53)[C@:8]34[O:9][C@H:7]3[C@@H:5]1[O:6]2)[CH3:3].C(N(S(F)(F)[F:33])CC)C.C([O-])(O)=O.[Na+]. (5) Given the product [N:11]1([C:9]2[N:10]=[C:5]3[CH:4]=[CH:3][NH:2][C:6]3=[CH:7][C:8]=2[C:17]2[CH:18]=[CH:19][C:20]([C:21]#[N:22])=[CH:23][CH:24]=2)[CH2:12][CH2:13][O:14][CH2:15][CH2:16]1, predict the reactants needed to synthesize it. The reactants are: C[N:2](C)/[CH:3]=[CH:4]/[C:5]1[N:10]=[C:9]([N:11]2[CH2:16][CH2:15][O:14][CH2:13][CH2:12]2)[C:8]([C:17]2[CH:24]=[CH:23][C:20]([C:21]#[N:22])=[CH:19][CH:18]=2)=[CH:7][C:6]=1[N+]([O-])=O.C(Cl)Cl.[H][H]. (6) Given the product [C:1]([C:4]1[CH:5]=[N:6][C:7]2[C:12]([C:13]=1[NH:14][C:15]1[CH:20]=[N:19][C:18]([N:21]3[CH2:25][CH2:24][CH:23]([NH:26][C:27](=[O:33])[O:28][C:29]([CH3:32])([CH3:31])[CH3:30])[CH2:22]3)=[N:17][CH:16]=1)=[N:11][C:10]([C:40]1[CH:41]=[C:36]([Cl:35])[C:37]([OH:52])=[C:38]([Cl:51])[CH:39]=1)=[CH:9][CH:8]=2)(=[O:3])[CH3:2], predict the reactants needed to synthesize it. The reactants are: [C:1]([C:4]1[CH:5]=[N:6][C:7]2[C:12]([C:13]=1[NH:14][C:15]1[CH:16]=[N:17][C:18]([N:21]3[CH2:25][CH2:24][CH:23]([NH:26][C:27](=[O:33])[O:28][C:29]([CH3:32])([CH3:31])[CH3:30])[CH2:22]3)=[N:19][CH:20]=1)=[N:11][C:10](Cl)=[CH:9][CH:8]=2)(=[O:3])[CH3:2].[Cl:35][C:36]1[CH:41]=[C:40](B2OC(C)(C)C(C)(C)O2)[CH:39]=[C:38]([Cl:51])[C:37]=1[OH:52]. (7) Given the product [C:1]([C:3]1[CH:8]=[C:7]([CH3:9])[CH:6]=[CH:5][C:4]=1[C:10]1[CH:15]=[C:14]([O:16][C:17]2[S:18][CH:19]=[CH:20][N:21]=2)[CH:13]=[C:12]([C:22]([NH:34][C@@H:32]([C:29]2[CH:28]=[N:27][C:26]([CH3:25])=[N:31][CH:30]=2)[CH3:33])=[O:23])[CH:11]=1)#[N:2], predict the reactants needed to synthesize it. The reactants are: [C:1]([C:3]1[CH:8]=[C:7]([CH3:9])[CH:6]=[CH:5][C:4]=1[C:10]1[CH:15]=[C:14]([O:16][C:17]2[S:18][CH:19]=[CH:20][N:21]=2)[CH:13]=[C:12]([C:22](O)=[O:23])[CH:11]=1)#[N:2].[CH3:25][C:26]1[N:31]=[CH:30][C:29]([C@H:32]([NH2:34])[CH3:33])=[CH:28][N:27]=1.F[P-](F)(F)(F)(F)F.C[N+](C)=C(N(C)C)ON1C2N=CC=CC=2N=N1.C(N(CC)C(C)C)(C)C. (8) Given the product [C:1]([O:5][C:6]([N:8]1[CH2:13][CH2:12][CH:11]([O:14][C:29]2[N:28]=[N:27][C:26]([CH2:22][CH2:23][CH2:24][CH3:25])=[C:31]([C:32]3[CH:33]=[CH:34][C:35]([O:38][CH:39]4[CH2:44][CH2:43][CH2:42][CH2:41][CH2:40]4)=[CH:36][CH:37]=3)[CH:30]=2)[CH:10]([CH2:15][O:16][CH2:17][O:18][CH3:19])[CH2:9]1)=[O:7])([CH3:4])([CH3:3])[CH3:2], predict the reactants needed to synthesize it. The reactants are: [C:1]([O:5][C:6]([N:8]1[CH2:13][CH2:12][CH:11]([OH:14])[CH:10]([CH2:15][O:16][CH2:17][O:18][CH3:19])[CH2:9]1)=[O:7])([CH3:4])([CH3:3])[CH3:2].[H-].[Na+].[CH2:22]([C:26]1[N:27]=[N:28][C:29](Cl)=[CH:30][C:31]=1[C:32]1[CH:37]=[CH:36][C:35]([O:38][CH:39]2[CH2:44][CH2:43][CH2:42][CH2:41][CH2:40]2)=[CH:34][CH:33]=1)[CH2:23][CH2:24][CH3:25].